Dataset: Reaction yield outcomes from USPTO patents with 853,638 reactions. Task: Predict the reaction yield, written as a fraction of the theoretical maximum amount of product (1.0 means a 100% yield; for example, 0.34 means a 34% yield). (1) The yield is 0.440. The reactants are Br[C:2]1[CH:7]=[CH:6][CH:5]=[C:4]([C:8]([CH:10]2[CH2:15][CH2:14][N:13]([C:16]([O:18][C:19]([CH3:22])([CH3:21])[CH3:20])=[O:17])[CH2:12][CH2:11]2)=[O:9])[N:3]=1.[CH3:23][NH:24][C:25](=[O:35])[C:26]1[C:31]([F:32])=[CH:30][C:29]([F:33])=[CH:28][C:27]=1[F:34].C1C=CC(P(C2C(C3C(P(C4C=CC=CC=4)C4C=CC=CC=4)=CC=C4C=3C=CC=C4)=C3C(C=CC=C3)=CC=2)C2C=CC=CC=2)=CC=1.CC(C)([O-])C.[Na+]. The catalyst is C1(C)C=CC=CC=1.C1C=CC(/C=C/C(/C=C/C2C=CC=CC=2)=O)=CC=1.C1C=CC(/C=C/C(/C=C/C2C=CC=CC=2)=O)=CC=1.C1C=CC(/C=C/C(/C=C/C2C=CC=CC=2)=O)=CC=1.[Pd].[Pd]. The product is [F:32][C:31]1[CH:30]=[C:29]([F:33])[CH:28]=[C:27]([F:34])[C:26]=1[C:25]([N:24]([CH3:23])[C:2]1[CH:7]=[CH:6][CH:5]=[C:4]([C:8]([CH:10]2[CH2:15][CH2:14][N:13]([C:16]([O:18][C:19]([CH3:22])([CH3:21])[CH3:20])=[O:17])[CH2:12][CH2:11]2)=[O:9])[N:3]=1)=[O:35]. (2) The reactants are [Br:1][C:2]1[CH:10]=[CH:9][C:5](NCC)=[CH:4][CH:3]=1.[C:11]([NH:18][CH2:19][C:20]([OH:22])=O)([O:13][C:14]([CH3:17])([CH3:16])[CH3:15])=[O:12].Cl.[CH2:24]([N:26]=C=NCCCN(C)C)[CH3:25].C(=O)([O-])O.[Na+]. The catalyst is N1C=CC=CC=1.C(OCC)(=O)C. The product is [Br:1][C:2]1[CH:3]=[CH:4][C:5]([CH:19]([NH:18][C:11](=[O:12])[O:13][C:14]([CH3:15])([CH3:16])[CH3:17])[C:20]([NH:26][CH2:24][CH3:25])=[O:22])=[CH:9][CH:10]=1. The yield is 0.990. (3) The reactants are [N+:1]([C:4]1[CH:11]=[CH:10][CH:9]=[CH:8][C:5]=1[CH:6]=O)([O-:3])=[O:2].[CH3:12][O:13][C:14]1[CH:15]=[C:16]([CH:20]=[CH:21][C:22]=1[O:23][CH3:24])[CH2:17][C:18]#[N:19]. No catalyst specified. The product is [CH3:12][O:13][C:14]1[CH:15]=[C:16](/[C:17](=[CH:6]/[C:5]2[CH:8]=[CH:9][CH:10]=[CH:11][C:4]=2[N+:1]([O-:3])=[O:2])/[C:18]#[N:19])[CH:20]=[CH:21][C:22]=1[O:23][CH3:24]. The yield is 0.840.